Task: Predict the reaction yield, written as a fraction of the theoretical maximum amount of product (1.0 means a 100% yield; for example, 0.34 means a 34% yield).. Dataset: Reaction yield outcomes from USPTO patents with 853,638 reactions (1) The reactants are CS(O[CH:6]1[CH2:10][CH2:9][N:8]([C:11]2[CH:16]=[CH:15][C:14]([Br:17])=[CH:13][N:12]=2)[CH2:7]1)(=O)=O.[NH:18]1[CH2:23][CH2:22][O:21][CH2:20][CH2:19]1. No catalyst specified. The product is [Br:17][C:14]1[CH:15]=[CH:16][C:11]([N:8]2[CH2:9][CH2:10][CH:6]([N:18]3[CH2:23][CH2:22][O:21][CH2:20][CH2:19]3)[CH2:7]2)=[N:12][CH:13]=1. The yield is 0.860. (2) The reactants are [Br:1][C:2]1[CH:7]=[CH:6][C:5]([OH:8])=[CH:4][CH:3]=1.[Br:9][CH2:10][CH2:11][CH2:12]Br.C(=O)([O-])[O-].[K+].[K+].O. The catalyst is CN(C=O)C.C1COCC1. The product is [Br:1][C:2]1[CH:7]=[CH:6][C:5]([O:8][CH2:12][CH2:11][CH2:10][Br:9])=[CH:4][CH:3]=1. The yield is 0.370. (3) The reactants are [O:1]=[C:2]1[C:10]2[C:5](=[CH:6][CH:7]=[CH:8][CH:9]=2)[C:4](=[O:11])[N:3]1[CH2:12][CH2:13][CH2:14][CH2:15][C:16]1[CH:21]=[CH:20][C:19]([S:22](Cl)(=[O:24])=[O:23])=[CH:18][CH:17]=1.CN1CCOCC1.[NH2:33][C@@H:34]([CH:38]([CH3:40])[CH3:39])[C:35]([NH2:37])=[O:36]. The catalyst is CN(C=O)C. The product is [O:1]=[C:2]1[C:10]2[C:5](=[CH:6][CH:7]=[CH:8][CH:9]=2)[C:4](=[O:11])[N:3]1[CH2:12][CH2:13][CH2:14][CH2:15][C:16]1[CH:21]=[CH:20][C:19]([S:22]([NH:33][C@@H:34]([CH:38]([CH3:40])[CH3:39])[C:35]([NH2:37])=[O:36])(=[O:24])=[O:23])=[CH:18][CH:17]=1. The yield is 0.730. (4) The reactants are [CH:1]([C:5]1[CH:10]=[CH:9][C:8]([N:11]2[C:20](=[O:21])[C:19]3[C:14](=[CH:15][CH:16]=[CH:17][CH:18]=3)[N:13]=[C:12]2[C:22]2[CH:27]=[CH:26][C:25](/[CH:28]=[CH:29]/[N:30](C)C)=[C:24]([N+]([O-])=O)[CH:23]=2)=[CH:7][CH:6]=1)([CH2:3][CH3:4])[CH3:2]. The catalyst is CCO.CN(C=O)C. The product is [CH:1]([C:5]1[CH:10]=[CH:9][C:8]([N:11]2[C:20](=[O:21])[C:19]3[C:14](=[CH:15][CH:16]=[CH:17][CH:18]=3)[N:13]=[C:12]2[C:22]2[CH:27]=[C:26]3[C:25]([CH:28]=[CH:29][NH:30]3)=[CH:24][CH:23]=2)=[CH:7][CH:6]=1)([CH2:3][CH3:4])[CH3:2]. The yield is 0.0800. (5) The product is [NH2:24][C:17]1[CH:18]=[C:19]([CH:22]=[CH:23][C:16]=1[O:15][CH2:1][C:2]1[CH:7]=[CH:6][CH:5]=[CH:4][CH:3]=1)[C:20]#[N:21]. The yield is 1.00. The catalyst is CN(C=O)C.O.CCOC(C)=O.[Zn]. The reactants are [CH2:1](Br)[C:2]1[CH:7]=[CH:6][CH:5]=[CH:4][CH:3]=1.C(=O)([O-])[O-].[K+].[K+].[OH:15][C:16]1[CH:23]=[CH:22][C:19]([C:20]#[N:21])=[CH:18][C:17]=1[N+:24]([O-])=O.[Cl-].[NH4+]. (6) The reactants are [S:1]1[CH:5]=[CH:4][C:3]([N:6]2[C:14]3[C:9](=[CH:10][CH:11]=[CH:12][CH:13]=3)[CH:8]=[CH:7]2)=[CH:2]1.ClN1C(=[O:21])CCC1=O. The catalyst is ClCCl. The product is [S:1]1[CH:5]=[CH:4][C:3]([N:6]2[C:14]3[C:9](=[CH:10][CH:11]=[CH:12][CH:13]=3)[CH2:8][C:7]2=[O:21])=[CH:2]1. The yield is 0.630. (7) The reactants are Cl.Cl.[N:3]12[CH2:10][CH2:9][C:6]([CH2:11][NH2:12])([CH2:7][CH2:8]1)[CH2:5][CH2:4]2.C[O-].[Na+].C(O)(=O)C.C([BH3-])#N.[Na+].[CH3:24][O:25][C:26]1[CH:49]=[CH:48][C:29]([CH2:30][N:31]2[C:39]3[CH:38]=[CH:37][CH:36]=[C:35]([C:40]([O:42][CH3:43])=[O:41])[C:34]=3[C:33]([CH2:44][CH2:45]C=O)=[CH:32]2)=[CH:28][CH:27]=1. The catalyst is CO. The product is [CH3:24][O:25][C:26]1[CH:27]=[CH:28][C:29]([CH2:30][N:31]2[C:39]3[CH:38]=[CH:37][CH:36]=[C:35]([C:40]([O:42][CH3:43])=[O:41])[C:34]=3[C:33]([CH2:44][CH2:45][NH:12][CH2:11][C:6]34[CH2:9][CH2:10][N:3]([CH2:8][CH2:7]3)[CH2:4][CH2:5]4)=[CH:32]2)=[CH:48][CH:49]=1. The yield is 0.530. (8) The reactants are [CH:1]1[C:13]2[CH:12]([CH2:14][O:15][C:16]([NH:18][C@H:19]([C:25]([OH:27])=[O:26])[CH2:20][CH2:21][CH2:22][CH2:23][NH2:24])=[O:17])[C:11]3[C:6](=[CH:7][CH:8]=[CH:9][CH:10]=3)[C:5]=2[CH:4]=[CH:3][CH:2]=1.[N:28]1[C:37]2[C:32](=[CH:33][CH:34]=[CH:35][C:36]=2[S:38](Cl)(=[O:40])=[O:39])[CH:31]=[CH:30][CH:29]=1. No catalyst specified. The product is [N:28]1[C:37]2[C:32](=[CH:33][CH:34]=[CH:35][C:36]=2[S:38]([NH:24][CH2:23][CH2:22][CH2:21][CH2:20][C@@H:19]([C:25]([OH:27])=[O:26])[NH:18][C:16]([O:15][CH2:14][CH:12]2[C:11]3[CH:10]=[CH:9][CH:8]=[CH:7][C:6]=3[C:5]3[C:13]2=[CH:1][CH:2]=[CH:3][CH:4]=3)=[O:17])(=[O:40])=[O:39])[CH:31]=[CH:30][CH:29]=1. The yield is 0.810. (9) The product is [CH2:13]([N:15]([CH2:19][CH3:20])[CH2:16][CH2:17][NH:18][C:9]([C:5]1[C:4]([CH3:12])=[C:3]([CH:1]=[O:2])[NH:7][C:6]=1[CH3:8])=[O:11])[CH3:14]. The reactants are [CH:1]([C:3]1[NH:7][C:6]([CH3:8])=[C:5]([C:9]([OH:11])=O)[C:4]=1[CH3:12])=[O:2].[CH2:13]([N:15]([CH2:19][CH3:20])[CH2:16][CH2:17][NH2:18])[CH3:14]. The yield is 0.780. No catalyst specified. (10) The reactants are Cl[C:2]1[CH:9]=[CH:8][C:5]([C:6]#[N:7])=[CH:4][N:3]=1.P(Br)(Br)[Br:11]. No catalyst specified. The product is [Br:11][C:2]1[CH:9]=[CH:8][C:5]([C:6]#[N:7])=[CH:4][N:3]=1. The yield is 0.810.